From a dataset of NCI-60 drug combinations with 297,098 pairs across 59 cell lines. Regression. Given two drug SMILES strings and cell line genomic features, predict the synergy score measuring deviation from expected non-interaction effect. (1) Drug 1: CN(C(=O)NC(C=O)C(C(C(CO)O)O)O)N=O. Drug 2: CC1CCCC2(C(O2)CC(NC(=O)CC(C(C(=O)C(C1O)C)(C)C)O)C(=CC3=CSC(=N3)C)C)C. Cell line: RPMI-8226. Synergy scores: CSS=61.5, Synergy_ZIP=0.972, Synergy_Bliss=0.480, Synergy_Loewe=-27.4, Synergy_HSA=1.95. (2) Drug 1: C1C(C(OC1N2C=NC3=C(N=C(N=C32)Cl)N)CO)O. Drug 2: CCCCC(=O)OCC(=O)C1(CC(C2=C(C1)C(=C3C(=C2O)C(=O)C4=C(C3=O)C=CC=C4OC)O)OC5CC(C(C(O5)C)O)NC(=O)C(F)(F)F)O. Cell line: HS 578T. Synergy scores: CSS=32.0, Synergy_ZIP=2.76, Synergy_Bliss=4.22, Synergy_Loewe=-5.51, Synergy_HSA=2.18. (3) Drug 1: CC12CCC3C(C1CCC2=O)CC(=C)C4=CC(=O)C=CC34C. Drug 2: COCCOC1=C(C=C2C(=C1)C(=NC=N2)NC3=CC=CC(=C3)C#C)OCCOC.Cl. Cell line: NCI-H322M. Synergy scores: CSS=37.0, Synergy_ZIP=8.15, Synergy_Bliss=8.82, Synergy_Loewe=3.69, Synergy_HSA=12.6. (4) Drug 1: C1=NC2=C(N1)C(=S)N=CN2. Drug 2: CCC1(C2=C(COC1=O)C(=O)N3CC4=CC5=C(C=CC(=C5CN(C)C)O)N=C4C3=C2)O.Cl. Cell line: M14. Synergy scores: CSS=31.8, Synergy_ZIP=-2.11, Synergy_Bliss=-1.62, Synergy_Loewe=-19.4, Synergy_HSA=0.884.